From a dataset of Forward reaction prediction with 1.9M reactions from USPTO patents (1976-2016). Predict the product of the given reaction. (1) Given the reactants Cl[C:2]1[CH:7]=[CH:6][C:5](Cl)=[CH:4][C:3]=1[C:9]1[N:13]2[C:14]3[C:19]([N:20]=[C:21]([CH3:22])[C:12]2=[C:11]([CH3:24])[N:10]=1)=[CH:18][CH:17]=[C:16](F)[CH:15]=3.F[C:26]1C=C(Cl)C=CC=1[N+]([O-])=O, predict the reaction product. The product is: [CH3:24][C:11]1[N:10]=[C:9]([C:3]2[CH:4]=[CH:5][CH:6]=[CH:7][C:2]=2[CH3:26])[N:13]2[C:14]3[C:19](=[CH:18][CH:17]=[CH:16][CH:15]=3)[N:20]=[C:21]([CH3:22])[C:12]=12. (2) Given the reactants [NH2:1][C:2]1[CH:3]=[C:4]([CH:20]=[CH:21][C:22]=1[Cl:23])[O:5][C:6]1[C:11]([C:12]2[CH:17]=[CH:16][N:15]=[C:14]([NH:18][CH3:19])[CH:13]=2)=[CH:10][CH:9]=[CH:8][N:7]=1.[F:24][C:25]1[CH:33]=[CH:32][C:31]([C:34]([F:37])([F:36])[F:35])=[CH:30][C:26]=1[C:27](Cl)=[O:28].C(N(CC)CC)C, predict the reaction product. The product is: [Cl:23][C:22]1[CH:21]=[CH:20][C:4]([O:5][C:6]2[C:11]([C:12]3[CH:17]=[CH:16][N:15]=[C:14]([NH:18][CH3:19])[CH:13]=3)=[CH:10][CH:9]=[CH:8][N:7]=2)=[CH:3][C:2]=1[NH:1][C:27](=[O:28])[C:26]1[CH:30]=[C:31]([C:34]([F:35])([F:36])[F:37])[CH:32]=[CH:33][C:25]=1[F:24]. (3) Given the reactants Cl[C:2]1[CH:7]=[C:6]([C:8]2[CH:13]=[CH:12][C:11]([S:14]([CH2:17][CH3:18])(=[O:16])=[O:15])=[CH:10][C:9]=2[O:19][CH3:20])[C:5]([C:21]#[N:22])=[CH:4][CH:3]=1.C([O-])(=O)C.[K+].[B:28]1(B2OC(C)(C)C(C)(C)O2)[O:32]C(C)(C)C(C)(C)[O:29]1, predict the reaction product. The product is: [C:21]([C:5]1[C:6]([C:8]2[CH:13]=[CH:12][C:11]([S:14]([CH2:17][CH3:18])(=[O:16])=[O:15])=[CH:10][C:9]=2[O:19][CH3:20])=[CH:7][C:2]([B:28]([OH:32])[OH:29])=[CH:3][CH:4]=1)#[N:22]. (4) Given the reactants [NH:1]1[C:9]2[C:4](=[CH:5][CH:6]=[CH:7][CH:8]=2)[C:3](/[CH:10]=[C:11]2\[O:12][C:13]3[C:20]([CH2:21][N:22]4[CH2:27][CH2:26][N:25](C(OC(C)(C)C)=O)[CH2:24][CH2:23]4)=[C:19]([OH:35])[C:18]([C:36]4[CH:41]=[CH:40][CH:39]=[CH:38][CH:37]=4)=[CH:17][C:14]=3[C:15]\2=[O:16])=[CH:2]1.[ClH:42], predict the reaction product. The product is: [ClH:42].[ClH:42].[NH:1]1[C:9]2[C:4](=[CH:5][CH:6]=[CH:7][CH:8]=2)[C:3](/[CH:10]=[C:11]2\[O:12][C:13]3[C:20]([CH2:21][N:22]4[CH2:27][CH2:26][NH:25][CH2:24][CH2:23]4)=[C:19]([OH:35])[C:18]([C:36]4[CH:41]=[CH:40][CH:39]=[CH:38][CH:37]=4)=[CH:17][C:14]=3[C:15]\2=[O:16])=[CH:2]1. (5) Given the reactants [CH3:1][O:2][C:3]1[CH:27]=[CH:26][C:6]([CH2:7][N:8]2[C:16]3[CH:15]=[CH:14][NH:13][C:12](=[O:17])[C:11]=3[C:10]([C:18]3[CH:19]=[C:20]([C:23]([OH:25])=[O:24])[S:21][CH:22]=3)=[N:9]2)=[CH:5][CH:4]=1.[CH3:28]CN=C=NCCCN(C)C.Cl, predict the reaction product. The product is: [CH3:1][O:2][C:3]1[CH:4]=[CH:5][C:6]([CH2:7][N:8]2[C:16]3[CH:15]=[CH:14][NH:13][C:12](=[O:17])[C:11]=3[C:10]([C:18]3[CH:19]=[C:20]([C:23]([O:25][CH3:28])=[O:24])[S:21][CH:22]=3)=[N:9]2)=[CH:26][CH:27]=1. (6) Given the reactants C([O:3][C:4]([C:6]1([NH:15][C:16](=[O:27])[C:17]2[CH:22]=[CH:21][CH:20]=[CH:19][C:18]=2[C:23]([F:26])([F:25])[F:24])[CH2:14][C:13]2[C:8](=[CH:9][CH:10]=[CH:11][CH:12]=2)[CH2:7]1)=[O:5])C.O1CCOCC1.CO.O, predict the reaction product. The product is: [F:24][C:23]([F:25])([F:26])[C:18]1[CH:19]=[CH:20][CH:21]=[CH:22][C:17]=1[C:16]([NH:15][C:6]1([C:4]([OH:5])=[O:3])[CH2:14][C:13]2[C:8](=[CH:9][CH:10]=[CH:11][CH:12]=2)[CH2:7]1)=[O:27]. (7) Given the reactants [C:1]1([C:7]2([C:10]3[CH:11]=[N:12][C:13]([N:16]4[CH2:21][CH2:20][N:19](C(OC(C)(C)C)=O)[CH2:18][CH2:17]4)=[N:14][CH:15]=3)[CH2:9][CH2:8]2)[CH:6]=[CH:5][CH:4]=[CH:3][CH:2]=1.Cl.O1CCOCC1, predict the reaction product. The product is: [C:1]1([C:7]2([C:10]3[CH:15]=[N:14][C:13]([N:16]4[CH2:21][CH2:20][NH:19][CH2:18][CH2:17]4)=[N:12][CH:11]=3)[CH2:9][CH2:8]2)[CH:6]=[CH:5][CH:4]=[CH:3][CH:2]=1. (8) The product is: [CH2:21]([O:20][C:18](=[O:19])[CH2:17][CH2:16][CH2:15][N:7]1[CH2:13][CH2:12][CH2:11][NH:10][CH2:9][CH2:8]1)[CH3:22]. Given the reactants C(=O)([O-])[O-].[Na+].[Na+].[NH:7]1[CH2:13][CH2:12][CH2:11][NH:10][CH2:9][CH2:8]1.Br[CH2:15][CH2:16][CH2:17][C:18]([O:20][CH2:21][CH3:22])=[O:19], predict the reaction product. (9) Given the reactants C([Li])CCC.[CH3:6][CH2:7][CH2:8][CH2:9][CH2:10][CH3:11].C(NC(C)C)(C)C.[CH3:19][O:20][C:21]1[N:22]=[N:23][C:24]([O:27][CH3:28])=[CH:25][CH:26]=1.C(OCC)C.FC(F)(F)S(O[C:40]1[CH:49]=[CH:48][CH:47]=[C:46]2[C:41]=1[CH2:42][C@H:43]([N:50]([CH2:58]C1C=CC=CC=1)[CH2:51][C:52]1[CH:57]=[CH:56][CH:55]=[CH:54][CH:53]=1)[CH2:44][O:45]2)(=O)=O.C(=O)(O)[O-].[Na+], predict the reaction product. The product is: [CH2:58]([N:50]([CH2:51][C:52]1[CH:57]=[CH:56][CH:55]=[CH:54][CH:53]=1)[C@H:43]1[CH2:42][C:41]2[C:46](=[CH:47][CH:48]=[CH:49][C:40]=2[C:26]2[CH:25]=[C:24]([O:27][CH3:28])[N:23]=[N:22][C:21]=2[O:20][CH3:19])[O:45][CH2:44]1)[C:8]1[CH:7]=[CH:6][CH:11]=[CH:10][CH:9]=1.